This data is from Catalyst prediction with 721,799 reactions and 888 catalyst types from USPTO. The task is: Predict which catalyst facilitates the given reaction. (1) Reactant: C1(=O)N(OC(=O)C2C=C([CH2:14][N:15]=[N+:16]=[N-:17])C=NC=2)C(=O)CC1.[NH2:21][CH2:22][CH2:23][CH2:24][CH2:25][C:26](O)=O. The catalyst class is: 3. Product: [N:21]1[CH:22]=[CH:23][CH:24]=[CH:25][C:26]=1[CH2:14][N:15]=[N+:16]=[N-:17]. (2) Reactant: [N:1]1[CH:6]=[CH:5][CH:4]=[CH:3][C:2]=1[C:7]#[C:8][C:9]1[CH:14]=[CH:13][C:12]([NH2:15])=[CH:11][CH:10]=1. Product: [N:1]1[CH:6]=[CH:5][CH:4]=[CH:3][C:2]=1[CH2:7][CH2:8][C:9]1[CH:10]=[CH:11][C:12]([NH2:15])=[CH:13][CH:14]=1. The catalyst class is: 99. (3) Reactant: [CH2:1]([C:3]1[CH:8]=[C:7]([N+:9]([O-:11])=[O:10])[C:6]([O:12][CH3:13])=[CH:5][C:4]=1F)[CH3:2].Cl.Cl.[CH3:17][S:18]([N:21]1[CH2:26][CH2:25][N:24]([CH:27]2[CH2:32][CH2:31][NH:30][CH2:29][CH2:28]2)[CH2:23][CH2:22]1)(=[O:20])=[O:19].C([O-])([O-])=O.[K+].[K+].O. Product: [CH2:1]([C:3]1[CH:8]=[C:7]([N+:9]([O-:11])=[O:10])[C:6]([O:12][CH3:13])=[CH:5][C:4]=1[N:30]1[CH2:29][CH2:28][CH:27]([N:24]2[CH2:25][CH2:26][N:21]([S:18]([CH3:17])(=[O:20])=[O:19])[CH2:22][CH2:23]2)[CH2:32][CH2:31]1)[CH3:2]. The catalyst class is: 16. (4) Reactant: [CH3:1][S:2][CH2:3][CH2:4][N:5]1[C:9]2[CH:10]=[CH:11][CH:12]=[CH:13][C:8]=2[N:7]=[C:6]1[CH2:14][N:15]1[C:19]2[CH:20]=[CH:21][CH:22]=[CH:23][C:18]=2[N:17]=[N:16]1.B1([O-])O[O:25]1.O.O.O.O.[Na+]. Product: [CH3:1][S:2]([CH2:3][CH2:4][N:5]1[C:9]2[CH:10]=[CH:11][CH:12]=[CH:13][C:8]=2[N:7]=[C:6]1[CH2:14][N:15]1[C:19]2[CH:20]=[CH:21][CH:22]=[CH:23][C:18]=2[N:17]=[N:16]1)=[O:25]. The catalyst class is: 15.